This data is from Forward reaction prediction with 1.9M reactions from USPTO patents (1976-2016). The task is: Predict the product of the given reaction. (1) Given the reactants [CH3:1][C:2]1[N:3]=[C:4]([C:8]2[C:9](=[O:34])[NH:10][C:11](=[O:33])[N:12]([CH2:14][CH2:15][CH2:16][N:17]3[CH2:22][C@H:21]4[C@:19]([C:23]5[CH:28]=[CH:27][C:26]([C:29]([F:32])([F:31])[F:30])=[CH:25][CH:24]=5)([CH2:20]4)[CH2:18]3)[CH:13]=2)[S:5][C:6]=1[CH3:7].[ClH:35], predict the reaction product. The product is: [ClH:35].[CH3:1][C:2]1[N:3]=[C:4]([C:8]2[C:9](=[O:34])[NH:10][C:11](=[O:33])[N:12]([CH2:14][CH2:15][CH2:16][N:17]3[CH2:22][C@H:21]4[C@:19]([C:23]5[CH:28]=[CH:27][C:26]([C:29]([F:30])([F:32])[F:31])=[CH:25][CH:24]=5)([CH2:20]4)[CH2:18]3)[CH:13]=2)[S:5][C:6]=1[CH3:7]. (2) Given the reactants CN(C(ON1N=NC2C=CC=NC1=2)=[N+](C)C)C.F[P-](F)(F)(F)(F)F.[NH2:25][C:26]1[C:27]([C:36]([OH:38])=O)=[CH:28][C:29]2[C:34]([CH:35]=1)=[CH:33][CH:32]=[CH:31][CH:30]=2.[CH3:39][C:40]([CH3:50])([CH3:49])[CH2:41][CH2:42][C@@H:43]([C:45]([O:47][CH3:48])=[O:46])[NH2:44].C(N(C(C)C)CC)(C)C, predict the reaction product. The product is: [NH2:25][C:26]1[C:27]([C:36]([NH:44][C@H:43]([C:45]([O:47][CH3:48])=[O:46])[CH2:42][CH2:41][C:40]([CH3:50])([CH3:39])[CH3:49])=[O:38])=[CH:28][C:29]2[C:34]([CH:35]=1)=[CH:33][CH:32]=[CH:31][CH:30]=2. (3) Given the reactants O=[C:2]1[C:10]2C(=CC=CC=2)C(=O)[N:3]1CCC=O.[CH3:16][NH:17][CH:18]1[CH2:23][CH2:22][CH2:21][CH2:20][CH2:19]1.[C:24](O[BH-](OC(=O)C)OC(=O)C)(=O)C.[Na+], predict the reaction product. The product is: [CH:18]1([N:17]([CH3:24])[CH2:16][CH2:10][CH2:2][NH2:3])[CH2:23][CH2:22][CH2:21][CH2:20][CH2:19]1. (4) Given the reactants [CH3:1][C:2]1([C:7]2[N:8]=[C:9]([CH2:12][N:13]3[N:17]=[C:16]([NH2:18])[CH:15]=[N:14]3)[S:10][CH:11]=2)[O:6]CCO1.[CH3:19][C:20]1[S:21][C:22]([C:28]2[CH:29]=[C:30]([CH3:34])[CH:31]=[CH:32][CH:33]=2)=[C:23]([C:25](O)=[O:26])[N:24]=1, predict the reaction product. The product is: [C:2]([C:7]1[N:8]=[C:9]([CH2:12][N:13]2[N:17]=[C:16]([NH:18][C:25]([C:23]3[N:24]=[C:20]([CH3:19])[S:21][C:22]=3[C:28]3[CH:29]=[C:30]([CH3:34])[CH:31]=[CH:32][CH:33]=3)=[O:26])[CH:15]=[N:14]2)[S:10][CH:11]=1)(=[O:6])[CH3:1]. (5) Given the reactants [CH2:13]1[O:18][CH2:17][CH2:16][O:15][CH2:14][CH2:13][O:18][CH2:17][CH2:16][O:15][CH2:14][CH2:13][O:18][CH2:17][CH2:16][O:15][CH2:14]1.[F-].[K+].[CH2:21]([N:28]1[C:38]2[C:33](=[CH:34][CH:35]=[CH:36][CH:37]=2)C(=O)C1=O)[C:22]1[CH:27]=[CH:26][CH:25]=[CH:24][CH:23]=1.[CH:39]1[C:48]2[C:43](=[CH:44][CH:45]=[CH:46][CH:47]=2)[CH:42]=[CH:41][N:40]=1, predict the reaction product. The product is: [CH2:39]([N:40]1[C:41]2[C:42](=[CH:21][CH:22]=[CH:23][CH:24]=2)[C:16]2([O:15][CH:14]3[C:13]4[C:27]([CH:22]=[CH:21][N:28]3[C:38]3[CH:37]=[CH:36][CH:35]=[CH:34][C:33]2=3)=[CH:26][CH:25]=[CH:24][CH:23]=4)[C:17]1=[O:18])[C:48]1[CH:47]=[CH:46][CH:45]=[CH:44][CH:43]=1. (6) The product is: [F:24][CH:20]([F:25])[O:11][C:3]1[CH:4]=[C:5]([N+:8]([O-:10])=[O:9])[CH:6]=[CH:7][C:2]=1[I:1]. Given the reactants [I:1][C:2]1[CH:7]=[CH:6][C:5]([N+:8]([O-:10])=[O:9])=[CH:4][C:3]=1[OH:11].C([O-])([O-])=O.[K+].[K+].[Na+].Cl[C:20]([F:25])([F:24])C([O-])=O, predict the reaction product. (7) Given the reactants [C:1]([O:5][C:6]([NH:8][C@@H:9]([C:17]([OH:19])=O)[CH2:10][C:11]1[CH:12]=[N:13][CH:14]=[CH:15][CH:16]=1)=[O:7])([CH3:4])([CH3:3])[CH3:2].[CH2:20]([NH:27][CH2:28][C:29]([O:31][CH2:32][CH3:33])=[O:30])[C:21]1[CH:26]=[CH:25][CH:24]=[CH:23][CH:22]=1.CCN=C=NCCCN(C)C.Cl.C1C=CC2N(O)N=NC=2C=1.C(=O)([O-])O.[Na+], predict the reaction product. The product is: [C:1]([O:5][C:6]([NH:8][C@@H:9]([C:17]([N:27]([CH2:20][C:21]1[CH:22]=[CH:23][CH:24]=[CH:25][CH:26]=1)[CH2:28][C:29]([O:31][CH2:32][CH3:33])=[O:30])=[O:19])[CH2:10][C:11]1[CH:12]=[N:13][CH:14]=[CH:15][CH:16]=1)=[O:7])([CH3:2])([CH3:3])[CH3:4]. (8) The product is: [CH:30]1([C:33]2[C:34]([O:44][CH2:45][CH:46]3[CH2:47][CH2:48][N:49]([CH2:52][C:53]4[N:54]=[C:55]([CH:58]([CH3:60])[CH3:59])[S:56][CH:57]=4)[CH2:50][CH2:51]3)=[CH:35][C:36]([F:43])=[C:37]([CH:42]=2)[C:38]([OH:40])=[O:39])[CH2:32][CH2:31]1. Given the reactants C1(C2C(OCC3CCN(CC4N=C(C)SC=4)CC3)=CC(F)=C(C=2)C(OC)=O)CC1.[CH:30]1([C:33]2[C:34]([O:44][CH2:45][CH:46]3[CH2:51][CH2:50][N:49]([CH2:52][C:53]4[N:54]=[C:55]([CH:58]([CH3:60])[CH3:59])[S:56][CH:57]=4)[CH2:48][CH2:47]3)=[CH:35][C:36]([F:43])=[C:37]([CH:42]=2)[C:38]([O:40]C)=[O:39])[CH2:32][CH2:31]1, predict the reaction product. (9) Given the reactants [CH3:1][C:2]([O:4][CH2:5][C:6]1[CH2:15][S:14][C@@H:9]2[C@H:10]([NH2:13])[C:11](=[O:12])[N:8]2[C:7]=1[C:16]([OH:18])=[O:17])=[O:3].O=S(Cl)Cl.[C:23](Cl)(C(Cl)=O)=O.[Si](C=[N+]=[N-])(C)(C)C, predict the reaction product. The product is: [C:2]([O:4][CH2:5][C:6]1[CH2:15][S:14][C@@H:9]2[N:8]([C:11](=[O:12])[C@H:10]2[NH2:13])[C:7]=1[C:16]([O:18][CH3:23])=[O:17])(=[O:3])[CH3:1].